Dataset: Forward reaction prediction with 1.9M reactions from USPTO patents (1976-2016). Task: Predict the product of the given reaction. The product is: [C:1]([C:5]1[N:9]([CH2:10][CH:11]2[CH2:12][CH2:13][C:14]([F:18])([F:17])[CH2:15][CH2:16]2)[C:8]2[CH:19]=[CH:20][C:21]([S:23]([N:26]3[CH2:31][CH2:30][O:29][CH:28]([C:32]([NH:38][CH2:36][CH3:37])=[O:34])[CH2:27]3)(=[O:24])=[O:25])=[CH:22][C:7]=2[N:6]=1)([CH3:4])([CH3:3])[CH3:2]. Given the reactants [C:1]([C:5]1[N:9]([CH2:10][CH:11]2[CH2:16][CH2:15][C:14]([F:18])([F:17])[CH2:13][CH2:12]2)[C:8]2[CH:19]=[CH:20][C:21]([S:23]([N:26]3[CH2:31][CH2:30][O:29][CH:28]([C:32]([OH:34])=O)[CH2:27]3)(=[O:25])=[O:24])=[CH:22][C:7]=2[N:6]=1)([CH3:4])([CH3:3])[CH3:2].Cl.[CH2:36]([NH2:38])[CH3:37].C(N(CC)C(C)C)(C)C.CN(C(ON1N=NC2C=CC=NC1=2)=[N+](C)C)C.F[P-](F)(F)(F)(F)F, predict the reaction product.